From a dataset of Catalyst prediction with 721,799 reactions and 888 catalyst types from USPTO. Predict which catalyst facilitates the given reaction. Reactant: [C:1]([O:5][C:6]([N:8]1[CH2:12][C@@H:11]([NH:13][CH2:14][CH2:15][NH:16][C:17]2[CH:22]=[CH:21][C:20]([C:23]#[N:24])=[CH:19][N:18]=2)[CH2:10][C@H:9]1[C:25]([N:27]1[CH2:31][CH2:30][S:29][CH2:28]1)=[O:26])=[O:7])([CH3:4])([CH3:3])[CH3:2].Cl.Cl.Cl.C(C1C=CC(NCCN[C@@H]2CN[C@H:49]([C:52](N3CCSC3)=[O:53])C2)=NC=1)#N.C(Cl)(=O)C.C(=O)([O-])O.[Na+]. Product: [C:52]([N:13]([C@@H:11]1[CH2:12][N:8]([C:6]([O:5][C:1]([CH3:4])([CH3:2])[CH3:3])=[O:7])[C@H:9]([C:25]([N:27]2[CH2:31][CH2:30][S:29][CH2:28]2)=[O:26])[CH2:10]1)[CH2:14][CH2:15][NH:16][C:17]1[CH:22]=[CH:21][C:20]([C:23]#[N:24])=[CH:19][N:18]=1)(=[O:53])[CH3:49]. The catalyst class is: 236.